Dataset: Experimentally validated miRNA-target interactions with 360,000+ pairs, plus equal number of negative samples. Task: Binary Classification. Given a miRNA mature sequence and a target amino acid sequence, predict their likelihood of interaction. (1) The miRNA is hsa-miR-6853-5p with sequence AGCGUGGGAUGUCCAUGAAGUCAG. The protein sequence of the target gene is MDAPRRFPTLVQLMQPKAMPVEVLGHLPKRFSWFHSEFLKNPKVVRLEVWLVEKIFGRGGERIPHVQGMSQILIHVNRLDPNGEAEILVFGRPSYQEDTIKMIMNLADYHRQLQAKGSGKALAQDVATQKAETQRSSIEVREAGTQRSVEVREAGTQRSVEVQEVGTQGSPVEVQEAGTQQSLQAANKSGTQRSPEAASKAVTQRFREDARDPVTRL. Result: 0 (no interaction). (2) The miRNA is hsa-miR-3941 with sequence UUACACACAACUGAGGAUCAUA. The protein sequence of the target gene is MNSTLDGNQSSHPFCLLAFGYLETVNFCLLEVLIIVFLTVLIISGNIIVIFVFHCAPLLNHHTTSYFIQTMAYADLFVGVSCVVPSLSLLHHPLPVEESLTCQIFGFVVSVLKSVSMASLACISIDRYIAITKPLTYNTLVTPWRLRLCIFLIWLYSTLVFLPSFFHWGKPGYHGDVFQWCAESWHTDSYFTLFIVMMLYAPAALIVCFTYFNIFRICQQHTKDISERQARFSSQSGETGEVQACPDKRYAMVLFRITSVFYILWLPYIIYFLLESSTGHSNRFASFLTTWLAISNSFCN.... Result: 1 (interaction). (3) The miRNA is hsa-miR-32-5p with sequence UAUUGCACAUUACUAAGUUGCA. The protein sequence of the target gene is MILNSLSLCYHNKLILAPMVRVGTLPMRLLALDYGADIVYCEELIDLKMIQCKRVVNEVLSTVDFVAPDDRVVFRTCEREQNRVVFQMGTSDAERALAVARLVENDVAGIDVNMGCPKQYSTKGGMGAALLSDPDKIEKILSTLVKGTRRPVTCKIRILPSLEDTLSLVKRIERTGIAAIAVHGRKREERPQHPVSCEVIKAIADTLSIPVIANGGSHDHIQQYSDIEDFRQATAASSVMVARAAMWNPSIFLKEGLRPLEEVMQKYIRYAVQYDNHYTNTKYCLCQMLREQLESPQGRL.... Result: 1 (interaction). (4) The protein sequence of the target gene is MAPVRRSAKWRPGGIEARGEGVSTVGYRNKNVRQKTWRPNHPQAFVGSVREGQGFAFRRKLKIQQSYKKLLRKEKKAQTSLESQFTDRYPDNLKHLYLAEEERHRKQARKVDHPLSEQVHQPLLEEQCSIDEPLFEDQCSFDQPQPEEQCIKTVNSFTIPKKNKKKTSNQKAQEEYEQIQAKRAAKKQEFERRKQEREEAQRQYKKKKMEVFKILNKKTKKGQPNLNVQMEYLLQKIQEKC. The miRNA is hsa-miR-199a-3p with sequence ACAGUAGUCUGCACAUUGGUUA. Result: 1 (interaction). (5) The miRNA is hsa-miR-6738-5p with sequence CGAGGGGUAGAAGAGCACAGGGG. The protein sequence of the target gene is MWQGCAVERPVGRMTSQTPLPQSPRPRRPTMSTVVELNVGGEFHTTTLGTLRKFPGSKLAEMFSSLAKASTDAEGRFFIDRPSTYFRPILDYLRTGQVPTQHIPEVYREAQFYEIKPLVKLLEDMPQIFGEQVSRKQFLLQVPGYSENLELMVRLARAEAITARKSSVLVCLVETEEQDAYYSEVLCFLQDKKMFKSVVKFGPWKAVLDNSDLMHCLEMDIKAQGYKVFSKFYLTYPTKRNEFHFNIYSFTFTWW. Result: 0 (no interaction). (6) The miRNA is mmu-miR-5125 with sequence UCUGCCUGGGAUUUCCUUGU. The protein sequence of the target gene is MSALKRMMRVSNRSLIAFIFFFSLSTSCLYFIYVAPGIANTYLFMVQARGIMLRENVKTIGHMIRLYTNKNTTLNGTDYPEGNNTSDYLVQTTTYLPQNFTYLPHLPCPEKLPYMRGFLSVNVSEISFDEVHQLFSKDSEIGPGGHWRPKDCKPRWKVAVLIPFRNRHEHLPIFFLHLIPMLQKQRLEFAFYVIEQTGTQPFNRAMLFNVGFKEAMKDRAWDCVIFHDVDHLPENDRNYYGCGEMPRHFAAKLDKYMYILPYKEFFGGVSGLTVEQFRKINGFPNAFWGWGGEDDDLWNR.... Result: 1 (interaction). (7) The miRNA is mmu-miR-129-5p with sequence CUUUUUGCGGUCUGGGCUUGC. The protein sequence of the target gene is MNYVGQLAGQVFVTVKELYKGLNPATLSGCIDIIVIRQPNGSLQCSPFHVRFGKMGVLRSREKVVDIEINGESVDLHMKLGDNGEAFFVQETDNDQEIIPMYLATSPILSEGAARMESQLKRNSVDRIRCLDPTTAAQGLPPSDTPSTGSLGKKRRKRRRKAQLDNLKRDDNVNSSEDEDMFPIEMSSDEDTAPMDGSRTLPNDVPPFQDDIPKENFPSISTHPQSASYPSSDREWSPSPSSLVDCQRTPPHLAEGVLSSSCPLQSCHFHASESPSGSRPSTPKSDSELVSKSADRLTPK.... Result: 1 (interaction). (8) The miRNA is hsa-miR-4739 with sequence AAGGGAGGAGGAGCGGAGGGGCCCU. The protein sequence of the target gene is MEEELKCPVCGSLFREPIILPCSHNVCLPCARTIAVQTPDGEQHLPQPLLLSRGSGLQAGAAAAASLEHDAAAGPACGGAGGSAAGGLGGGAGGGGDHADKLSLYSETDSGYGSYTPSLKSPNGVRVLPMVPAPPGSSAAAARGAACSSLSSSSSSITCPQCHRSASLDHRGLRGFQRNRLLEAIVQRYQQGRGAVPGTSAAAAVAICQLCDRTPPEPAATLCEQCDVLYCSACQLKCHPSRGPFAKHRLVQPPPPPPPPAEAASGPTGTAQGAPSGGGGCKSPGGAGAGATGGSTARKF.... Result: 1 (interaction).